Dataset: Catalyst prediction with 721,799 reactions and 888 catalyst types from USPTO. Task: Predict which catalyst facilitates the given reaction. (1) Reactant: [NH:1]1[CH:5]=[C:4]([CH2:6][N:7]2[C:15]3[C:10](=[C:11]([NH:16][C:17]([C:19]4[N:23]5[CH:24]=[CH:25][CH:26]=[CH:27][C:22]5=[N:21][CH:20]=4)=[O:18])[CH:12]=[CH:13][CH:14]=3)[C:9]([CH2:28][CH3:29])=[N:8]2)[CH:3]=[N:2]1.Br[CH2:31][CH:32]1[CH2:34][CH2:33]1.O.[OH-].[Cs+].[ClH:38]. Product: [ClH:38].[ClH:38].[CH:32]1([CH2:31][N:1]2[CH:5]=[C:4]([CH2:6][N:7]3[C:15]4[C:10](=[C:11]([NH:16][C:17]([C:19]5[N:23]6[CH:24]=[CH:25][CH:26]=[CH:27][C:22]6=[N:21][CH:20]=5)=[O:18])[CH:12]=[CH:13][CH:14]=4)[C:9]([CH2:28][CH3:29])=[N:8]3)[CH:3]=[N:2]2)[CH2:34][CH2:33]1. The catalyst class is: 3. (2) Reactant: [O:1]1[C:5]2[CH:6]=[CH:7][CH:8]=[CH:9][C:4]=2[C:3]([N:10]2[CH2:15][CH2:14][N:13]([CH2:16][CH2:17][CH:18]([C:20]3[CH:21]=[C:22]4[C:26](=[CH:27][CH:28]=3)[C:25]([CH3:30])([CH3:29])[C:24](=[O:31])[C:23]4([CH3:33])[CH3:32])Cl)[CH2:12][CH2:11]2)=[N:2]1.C([SnH](CCCC)CCCC)CCC.CC(N=NC(C#N)(C)C)(C#N)C. Product: [O:1]1[C:5]2[CH:6]=[CH:7][CH:8]=[CH:9][C:4]=2[C:3]([N:10]2[CH2:15][CH2:14][N:13]([CH2:16][CH2:17][CH2:18][C:20]3[CH:21]=[C:22]4[C:26](=[CH:27][CH:28]=3)[C:25]([CH3:29])([CH3:30])[C:24](=[O:31])[C:23]4([CH3:33])[CH3:32])[CH2:12][CH2:11]2)=[N:2]1. The catalyst class is: 11. (3) Reactant: [Br:1][C:2]1[C:7]2[O:8][CH2:9][C:10](=[O:12])[NH:11][C:6]=2[CH:5]=[C:4]([C:13](N(OC)C)=[O:14])[CH:3]=1.[CH3:19][Mg]Cl.O. Product: [C:13]([C:4]1[CH:3]=[C:2]([Br:1])[C:7]2[O:8][CH2:9][C:10](=[O:12])[NH:11][C:6]=2[CH:5]=1)(=[O:14])[CH3:19]. The catalyst class is: 1.